This data is from Peptide-MHC class I binding affinity with 185,985 pairs from IEDB/IMGT. The task is: Regression. Given a peptide amino acid sequence and an MHC pseudo amino acid sequence, predict their binding affinity value. This is MHC class I binding data. (1) The peptide sequence is WQGPSAAAY. The MHC is HLA-B15:09 with pseudo-sequence HLA-B15:09. The binding affinity (normalized) is 0.0847. (2) The peptide sequence is GMAEDLQSL. The MHC is HLA-B15:01 with pseudo-sequence HLA-B15:01. The binding affinity (normalized) is 0.448. (3) The peptide sequence is FLVCFPSTQR. The MHC is HLA-A11:01 with pseudo-sequence HLA-A11:01. The binding affinity (normalized) is 0.275. (4) The peptide sequence is SVKKDLISY. The MHC is HLA-A26:02 with pseudo-sequence HLA-A26:02. The binding affinity (normalized) is 0.936.